From a dataset of Reaction yield outcomes from USPTO patents with 853,638 reactions. Predict the reaction yield, written as a fraction of the theoretical maximum amount of product (1.0 means a 100% yield; for example, 0.34 means a 34% yield). The reactants are I[C:2]1[C:3]([NH2:8])=[N:4][CH:5]=[CH:6][CH:7]=1.[CH2:9]([Si:11]([CH2:19][CH3:20])([CH2:17][CH3:18])[C:12]#[C:13][CH2:14][CH2:15][OH:16])[CH3:10].[Cl-].[Li+].C(=O)([O-])[O-].[Na+].[Na+]. The catalyst is CN(C=O)C.ClCCl.[Pd](Cl)Cl.C1(P(C2C=CC=CC=2)[C-]2C=CC=C2)C=CC=CC=1.[C-]1(P(C2C=CC=CC=2)C2C=CC=CC=2)C=CC=C1.[Fe+2].O.CCOC(C)=O.CCOCC. The product is [CH2:19]([Si:11]([CH2:9][CH3:10])([CH2:17][CH3:18])[C:12]1[NH:8][C:3]2=[N:4][CH:5]=[CH:6][CH:7]=[C:2]2[C:13]=1[CH2:14][CH2:15][OH:16])[CH3:20]. The yield is 0.800.